Predict which catalyst facilitates the given reaction. From a dataset of Catalyst prediction with 721,799 reactions and 888 catalyst types from USPTO. (1) Reactant: [F:1][C:2]1[CH:7]=[CH:6][C:5]([C:8]2[NH:30][C:11]3[N:12]=[CH:13][N:14]=[C:15]([N:16]4[CH2:21][CH2:20][N:19](C(OC(C)(C)C)=O)[C@H:18]([CH3:29])[CH2:17]4)[C:10]=3[CH:9]=2)=[CH:4][CH:3]=1. Product: [F:1][C:2]1[CH:7]=[CH:6][C:5]([C:8]2[NH:30][C:11]3[N:12]=[CH:13][N:14]=[C:15]([N:16]4[CH2:21][CH2:20][NH:19][C@H:18]([CH3:29])[CH2:17]4)[C:10]=3[CH:9]=2)=[CH:4][CH:3]=1. The catalyst class is: 157. (2) Reactant: C(NC(C)C)(C)C.C([Li])CCC.[Cl:13][C:14]1[CH:19]=[C:18]([Cl:20])[CH:17]=[CH:16][N:15]=1.[C:21](=[O:23])=[O:22]. Product: [Cl:13][C:14]1[N:15]=[CH:16][CH:17]=[C:18]([Cl:20])[C:19]=1[C:21]([OH:23])=[O:22]. The catalyst class is: 188. (3) Reactant: [NH:1]1[C:9]2[C:4](=[CH:5][CH:6]=[CH:7][C:8]=2[C:10]([NH2:12])=[O:11])[CH:3]=[N:2]1.F[C:14]1[CH:19]=[CH:18][C:17]([C:20](=[O:22])[CH3:21])=[CH:16][CH:15]=1. Product: [C:20]([C:17]1[CH:18]=[CH:19][C:14]([N:2]2[CH:3]=[C:4]3[C:9]([C:8]([C:10]([NH2:12])=[O:11])=[CH:7][CH:6]=[CH:5]3)=[N:1]2)=[CH:15][CH:16]=1)(=[O:22])[CH3:21]. The catalyst class is: 191. (4) Reactant: [CH3:1][O:2][C:3]1[S:7][C:6]2=[N:8][C:9]([C:11]3[O:12][C:13]4[C:14](=[C:16]([OH:20])[CH:17]=[CH:18][CH:19]=4)[CH:15]=3)=[CH:10][N:5]2[N:4]=1.C1(P(C2C=CC=CC=2)C2C=CC=CC=2)C=CC=CC=1.[C:40]1([C:46]2[S:47][CH:48]=[C:49]([CH2:51]O)[N:50]=2)[CH:45]=[CH:44][CH:43]=[CH:42][CH:41]=1.N(C(OC(C)C)=O)=NC(OC(C)C)=O. The catalyst class is: 7. Product: [CH3:1][O:2][C:3]1[S:7][C:6]2=[N:8][C:9]([C:11]3[O:12][C:13]4[CH:19]=[CH:18][CH:17]=[C:16]([O:20][CH2:51][C:49]5[N:50]=[C:46]([C:40]6[CH:41]=[CH:42][CH:43]=[CH:44][CH:45]=6)[S:47][CH:48]=5)[C:14]=4[CH:15]=3)=[CH:10][N:5]2[N:4]=1. (5) Reactant: B(Br)(Br)Br.C[O:6][C:7]1[CH:32]=[CH:31][C:10]([CH2:11][C@@H:12]2[CH2:17][O:16][CH2:15][CH2:14][N:13]2[C:18]([C:20]2[CH:25]=[CH:24][CH:23]=[CH:22][C:21]=2[N:26]2[N:30]=[CH:29][CH:28]=[N:27]2)=[O:19])=[CH:9][C:8]=1[C:33]1[N:38]=[CH:37][CH:36]=[CH:35][N:34]=1. The catalyst class is: 2. Product: [OH:6][C:7]1[CH:32]=[CH:31][C:10]([CH2:11][C@@H:12]2[CH2:17][O:16][CH2:15][CH2:14][N:13]2[C:18]([C:20]2[CH:25]=[CH:24][CH:23]=[CH:22][C:21]=2[N:26]2[N:30]=[CH:29][CH:28]=[N:27]2)=[O:19])=[CH:9][C:8]=1[C:33]1[N:38]=[CH:37][CH:36]=[CH:35][N:34]=1. (6) Reactant: C(=O)([O-])[O-].[K+].[K+].[CH3:7][N:8]1[C:12]([CH3:13])=[N:11][NH:10][C:9]1=[O:14].Br[CH2:16][C:17]([O:19][CH3:20])=[O:18]. Product: [CH3:13][C:12]1[N:8]([CH3:7])[C:9](=[O:14])[N:10]([CH2:16][C:17]([O:19][CH3:20])=[O:18])[N:11]=1. The catalyst class is: 10. (7) Product: [O:19]=[C:18]1[N:13]([C:10]2[CH:11]=[CH:12][C:7]([N:1]3[CH2:6][CH2:5][N:4]([CH2:31][CH2:32][CH2:33][CH2:34][C:35]4[C:43]5[C:38](=[CH:39][CH:40]=[C:41]([C:44]#[N:45])[CH:42]=5)[NH:37][CH:36]=4)[CH2:3][CH2:2]3)=[CH:8][CH:9]=2)[CH:14]=[N:15][CH:16]=[CH:17]1. The catalyst class is: 10. Reactant: [N:1]1([C:7]2[CH:12]=[CH:11][C:10]([N:13]3[C:18](=[O:19])[CH:17]=[CH:16][N:15]=[CH:14]3)=[CH:9][CH:8]=2)[CH2:6][CH2:5][NH:4][CH2:3][CH2:2]1.CC1C=CC(S(O[CH2:31][CH2:32][CH2:33][CH2:34][C:35]2[C:43]3[C:38](=[CH:39][CH:40]=[C:41]([C:44]#[N:45])[CH:42]=3)[NH:37][CH:36]=2)(=O)=O)=CC=1.C(=O)([O-])[O-].[K+].[K+].[I-].[K+]. (8) Reactant: [NH2:1][CH:2]([C:4]1[CH:31]=[CH:30][C:7]([C:8]([NH:10][C:11]2[C:16]([CH3:17])=[CH:15][C:14]([C:18]([F:27])([C:23]([F:26])([F:25])[F:24])[C:19]([F:22])([F:21])[F:20])=[CH:13][C:12]=2[CH2:28][CH3:29])=[O:9])=[CH:6][CH:5]=1)[CH3:3].[C:32](O)(=[O:34])[CH3:33].Cl.C(N=C=NCCCN(C)C)C.CN(C1C=CC=CN=1)C. Product: [C:32]([NH:1][CH:2]([C:4]1[CH:5]=[CH:6][C:7]([C:8]([NH:10][C:11]2[C:16]([CH3:17])=[CH:15][C:14]([C:18]([F:27])([C:19]([F:20])([F:21])[F:22])[C:23]([F:24])([F:25])[F:26])=[CH:13][C:12]=2[CH2:28][CH3:29])=[O:9])=[CH:30][CH:31]=1)[CH3:3])(=[O:34])[CH3:33]. The catalyst class is: 2.